Dataset: Reaction yield outcomes from USPTO patents with 853,638 reactions. Task: Predict the reaction yield, written as a fraction of the theoretical maximum amount of product (1.0 means a 100% yield; for example, 0.34 means a 34% yield). The reactants are [CH3:1][O:2][C:3]([C:5]1([C:8]2[CH:13]=[CH:12][C:11]([O:14]C)=[C:10]([N+:16]([O-:18])=[O:17])[CH:9]=2)[CH2:7][CH2:6]1)=[O:4].B(Br)(Br)Br.O. The catalyst is C(Cl)Cl. The product is [CH3:1][O:2][C:3]([C:5]1([C:8]2[CH:13]=[CH:12][C:11]([OH:14])=[C:10]([N+:16]([O-:18])=[O:17])[CH:9]=2)[CH2:6][CH2:7]1)=[O:4]. The yield is 0.780.